Predict the reactants needed to synthesize the given product. From a dataset of Full USPTO retrosynthesis dataset with 1.9M reactions from patents (1976-2016). (1) Given the product [CH3:20][S:21][C:22]1[N:24]=[C:2]([C:3]([OH:5])=[O:4])[CH:6]=[C:7]([C:8]2[CH:13]=[CH:12][CH:11]=[CH:10][CH:9]=2)[N:23]=1, predict the reactants needed to synthesize it. The reactants are: O=[C:2]([CH2:6][C:7](=O)[C:8]1[CH:13]=[CH:12][CH:11]=[CH:10][CH:9]=1)[C:3]([OH:5])=[O:4].S(O)(O)(=O)=O.[CH3:20][S:21][C:22](=[NH:24])[NH2:23].[O-]CC.[Na+].[OH-].[Na+]. (2) Given the product [Cl:33][C:31]1[CH:30]=[CH:29][C:28]([C:9]2[N:13]3[C:14]4[N:22]=[C:21]([O:23][CH3:24])[CH:20]=[CH:19][C:15]=4[N:16]=[C:17]([CH3:18])[C:12]3=[C:11]([CH3:25])[N:10]=2)=[C:27]([F:26])[CH:32]=1, predict the reactants needed to synthesize it. The reactants are: ClC1C=C([C:9]2[N:13]3[C:14]4[N:22]=[C:21]([O:23][CH3:24])[CH:20]=[CH:19][C:15]=4[N:16]=[C:17]([CH3:18])[C:12]3=[C:11]([CH3:25])[N:10]=2)C=C(Cl)C=1.[F:26][C:27]1[CH:32]=[C:31]([Cl:33])[CH:30]=[CH:29][C:28]=1B(O)O. (3) Given the product [Cl:21][C:22]1[N:31]=[C:30]([NH:1][CH2:2][C:3]2([NH:6][C:7](=[O:13])[O:8][C:9]([CH3:10])([CH3:12])[CH3:11])[CH2:4][CH2:5]2)[C:29]2[C:24](=[CH:25][CH:26]=[C:27]([CH3:33])[CH:28]=2)[N:23]=1, predict the reactants needed to synthesize it. The reactants are: [NH2:1][CH2:2][C:3]1([NH:6][C:7](=[O:13])[O:8][C:9]([CH3:12])([CH3:11])[CH3:10])[CH2:5][CH2:4]1.C(N(CC)CC)C.[Cl:21][C:22]1[N:31]=[C:30](Cl)[C:29]2[C:24](=[CH:25][CH:26]=[C:27]([CH3:33])[CH:28]=2)[N:23]=1.